Dataset: Forward reaction prediction with 1.9M reactions from USPTO patents (1976-2016). Task: Predict the product of the given reaction. (1) Given the reactants C(OC(=O)[NH:7][C:8]1[CH:13]=[CH:12][CH:11]=[CH:10][C:9]=1[NH:14][C:15]([C:17]1[NH:18][C:19]2[C:24]([CH:25]=1)=[CH:23][C:22]([O:26][CH2:27][CH2:28][O:29][Si](C(C)(C)C)(C)C)=[CH:21][CH:20]=2)=[O:16])(C)(C)C.NC1C=CC=CC=1NC(C1SC2C=CC(OCCO)=CC=2C=1)=O, predict the reaction product. The product is: [NH2:7][C:8]1[CH:13]=[CH:12][CH:11]=[CH:10][C:9]=1[NH:14][C:15]([C:17]1[NH:18][C:19]2[C:24]([CH:25]=1)=[CH:23][C:22]([O:26][CH2:27][CH2:28][OH:29])=[CH:21][CH:20]=2)=[O:16]. (2) Given the reactants Cl.[NH:2]1[CH2:7][CH2:6][CH:5]([NH:8][C:9]([C:11]2[C:15]3[N:16]=[CH:17][N:18]=[C:19]([C:20]4[CH:25]=[C:24]([F:26])[C:23]([O:27][CH3:28])=[CH:22][C:21]=4[O:29][CH2:30][CH:31]4[CH2:33][CH2:32]4)[C:14]=3[NH:13][CH:12]=2)=[O:10])[CH2:4][CH2:3]1.Cl[C:35]([C@@H:37]([O:39]C(=O)C)[CH3:38])=[O:36], predict the reaction product. The product is: [OH:39][C@@H:37]([CH3:38])[C:35]([N:2]1[CH2:3][CH2:4][CH:5]([NH:8][C:9]([C:11]2[C:15]3[N:16]=[CH:17][N:18]=[C:19]([C:20]4[CH:25]=[C:24]([F:26])[C:23]([O:27][CH3:28])=[CH:22][C:21]=4[O:29][CH2:30][CH:31]4[CH2:33][CH2:32]4)[C:14]=3[NH:13][CH:12]=2)=[O:10])[CH2:6][CH2:7]1)=[O:36].